Dataset: Full USPTO retrosynthesis dataset with 1.9M reactions from patents (1976-2016). Task: Predict the reactants needed to synthesize the given product. Given the product [Br:14][C:6]1[CH:5]=[CH:4][C:3]([O:2][CH3:1])=[C:12]2[C:7]=1[CH:8]=[CH:9][C:10]([CH3:13])=[N:11]2, predict the reactants needed to synthesize it. The reactants are: [CH3:1][O:2][C:3]1[CH:4]=[CH:5][CH:6]=[C:7]2[C:12]=1[N:11]=[C:10]([CH3:13])[CH:9]=[CH:8]2.[Br:14]Br.S([O-])([O-])(=O)=S.[Na+].[Na+].C(=O)([O-])O.[Na+].